Dataset: NCI-60 drug combinations with 297,098 pairs across 59 cell lines. Task: Regression. Given two drug SMILES strings and cell line genomic features, predict the synergy score measuring deviation from expected non-interaction effect. Drug 2: C1CCC(C(C1)N)N.C(=O)(C(=O)[O-])[O-].[Pt+4]. Cell line: OVCAR-5. Drug 1: C1C(C(OC1N2C=NC(=NC2=O)N)CO)O. Synergy scores: CSS=35.0, Synergy_ZIP=-3.09, Synergy_Bliss=-2.09, Synergy_Loewe=3.13, Synergy_HSA=3.70.